From a dataset of Forward reaction prediction with 1.9M reactions from USPTO patents (1976-2016). Predict the product of the given reaction. (1) Given the reactants C([O-])(=O)C.[K+].ClCCl.I[C:10]1[CH:11]=[C:12]2[C:17](=[CH:18][CH:19]=1)[O:16][CH2:15][CH2:14][C@@H:13]2[NH:20][C:21](=[O:27])[O:22][C:23]([CH3:26])([CH3:25])[CH3:24].[B:28]1([B:28]2[O:32][C:31]([CH3:34])([CH3:33])[C:30]([CH3:36])([CH3:35])[O:29]2)[O:32][C:31]([CH3:34])([CH3:33])[C:30]([CH3:36])([CH3:35])[O:29]1, predict the reaction product. The product is: [CH3:35][C:30]1([CH3:36])[C:31]([CH3:34])([CH3:33])[O:32][B:28]([C:10]2[CH:11]=[C:12]3[C:17](=[CH:18][CH:19]=2)[O:16][CH2:15][CH2:14][C@@H:13]3[NH:20][C:21](=[O:27])[O:22][C:23]([CH3:26])([CH3:25])[CH3:24])[O:29]1. (2) Given the reactants [CH3:1][O:2][C:3]1[CH:4]=[C:5]([CH:7]=[CH:8][CH:9]=1)[NH2:6].[H-].[Al+3].[Li+].[H-].[H-].[H-].[OH-].[Na+].[CH:18](O)=O, predict the reaction product. The product is: [CH3:18][NH:6][C:5]1[CH:7]=[CH:8][CH:9]=[C:3]([O:2][CH3:1])[CH:4]=1. (3) Given the reactants [F:1][C:2]1[CH:3]=[C:4]([CH:9]=[CH:10][CH:11]=1)[C:5](Cl)=[N:6][OH:7].[CH3:12][O:13][C:14](=[O:19])[CH2:15][C:16]([CH3:18])=O.C[O-].[Na+], predict the reaction product. The product is: [CH3:12][O:13][C:14]([C:15]1[C:5]([C:4]2[CH:9]=[CH:10][CH:11]=[C:2]([F:1])[CH:3]=2)=[N:6][O:7][C:16]=1[CH3:18])=[O:19].